Dataset: Forward reaction prediction with 1.9M reactions from USPTO patents (1976-2016). Task: Predict the product of the given reaction. (1) Given the reactants [CH3:1][C:2]1[CH:22]=[CH:21][C:5]2[N:6]([CH2:17][CH2:18][CH:19]=[O:20])[C:7](=[O:16])[CH:8]([C:10]3[CH:15]=[CH:14][CH:13]=[CH:12][CH:11]=3)[O:9][C:4]=2[CH:3]=1.CC(=CC)C.P([O-])(O)(O)=[O:29].[Na+].Cl([O-])=O.[Na+].Cl, predict the reaction product. The product is: [CH3:1][C:2]1[CH:22]=[CH:21][C:5]2[N:6]([CH2:17][CH2:18][C:19]([OH:29])=[O:20])[C:7](=[O:16])[CH:8]([C:10]3[CH:15]=[CH:14][CH:13]=[CH:12][CH:11]=3)[O:9][C:4]=2[CH:3]=1. (2) Given the reactants C(OC([N:8]1[CH2:12][C@H:11]([OH:13])[CH2:10][C@H:9]1[C:14]([NH:16][C@:17]1([C:22]([O:24][CH2:25][CH3:26])=[O:23])[CH2:19][C@H:18]1[CH:20]=[CH2:21])=[O:15])=O)(C)(C)C.[ClH:27].O1CCOCC1, predict the reaction product. The product is: [ClH:27].[OH:13][C@H:11]1[CH2:12][NH:8][C@H:9]([C:14]([NH:16][C@:17]2([C:22]([O:24][CH2:25][CH3:26])=[O:23])[CH2:19][C@H:18]2[CH:20]=[CH2:21])=[O:15])[CH2:10]1. (3) Given the reactants C1[O:3]C1.O[C:5]1[CH:10]=[CH:9][C:8]([C:11]([C:14]2[CH:19]=[CH:18][C:17]([OH:20])=CC=2)(C)C)=[CH:7][CH:6]=1.C1OC1C.C(O)(=O)C1C=CC(C(O)=O)=CC=1.C(O)(=O)CCCCC(O)=O.C([Sn](=O)CCCC)CCC, predict the reaction product. The product is: [CH:14]([CH:19]=[CH:18][C:17]([OH:20])=[O:3])=[CH:11][C:8]1[CH:7]=[CH:6][CH:5]=[CH:10][CH:9]=1. (4) Given the reactants Cl[C:2]1[C:3]([NH:12][CH:13]2[CH2:15][CH2:14]2)=[N:4][C:5]2[C:10]([N:11]=1)=[CH:9][CH:8]=[CH:7][CH:6]=2.[CH3:16][CH:17]1[CH2:22][NH:21][CH2:20][CH2:19][N:18]1[C:23]([O:25][C:26]([CH3:29])([CH3:28])[CH3:27])=[O:24].C(N(C(C)C)C(C)C)C, predict the reaction product. The product is: [CH:13]1([NH:12][C:3]2[C:2]([N:21]3[CH2:20][CH2:19][N:18]([C:23]([O:25][C:26]([CH3:29])([CH3:28])[CH3:27])=[O:24])[CH:17]([CH3:16])[CH2:22]3)=[N:11][C:10]3[C:5]([N:4]=2)=[CH:6][CH:7]=[CH:8][CH:9]=3)[CH2:15][CH2:14]1. (5) Given the reactants [O:1]1[CH2:5][CH2:4][CH2:3][CH:2]1[CH2:6][N:7]1[CH2:12][CH2:11][NH:10][CH2:9][CH2:8]1.Br[CH2:14][C:15]#[N:16], predict the reaction product. The product is: [O:1]1[CH2:5][CH2:4][CH2:3][CH:2]1[CH2:6][N:7]1[CH2:8][CH2:9][N:10]([CH2:14][C:15]#[N:16])[CH2:11][CH2:12]1. (6) Given the reactants C(OC(=O)[NH:7][C@H:8]([C:12]1[NH:16][N:15]=[N:14][N:13]=1)[CH2:9][C:10]#[CH:11])(C)(C)C.[ClH:18], predict the reaction product. The product is: [ClH:18].[NH:13]1[C:12]([C@@H:8]([NH2:7])[CH2:9][C:10]#[CH:11])=[N:16][N:15]=[N:14]1. (7) Given the reactants [CH3:1][C:2]1[N:7]=[C:6]([NH2:8])[CH:5]=[CH:4][N:3]=1.C[Al](C)C.C([O:15][C:16]([C:18]1[N:19]=[C:20]([CH3:35])[S:21][C:22]=1[N:23]([C:28]([O:30][CH2:31][CH:32]1[CH2:34][CH2:33]1)=[O:29])[CH2:24][CH:25]1[CH2:27][CH2:26]1)=O)C.S([O-])([O-])(=O)=O.[Na+].[Na+], predict the reaction product. The product is: [CH:32]1([CH2:31][O:30][C:28](=[O:29])[N:23]([CH2:24][CH:25]2[CH2:27][CH2:26]2)[C:22]2[S:21][C:20]([CH3:35])=[N:19][C:18]=2[C:16](=[O:15])[NH:8][C:6]2[CH:5]=[CH:4][N:3]=[C:2]([CH3:1])[N:7]=2)[CH2:33][CH2:34]1. (8) Given the reactants Br[C:2]1[CH:3]=[C:4]([CH:13]=[CH:14][CH:15]=1)[C:5]([C:7]1[CH:12]=[CH:11][CH:10]=[CH:9][CH:8]=1)=[O:6].C1(C)C=CC=CC=1P.C(N(CC)CC)C.[C:31]([O:35][CH3:36])(=[O:34])[CH:32]=[CH2:33], predict the reaction product. The product is: [C:5]([C:4]1[CH:3]=[C:2]([CH:15]=[CH:14][CH:13]=1)[CH:33]=[CH:32][C:31]([O:35][CH3:36])=[O:34])(=[O:6])[C:7]1[CH:8]=[CH:9][CH:10]=[CH:11][CH:12]=1.